Dataset: Drug-target binding data from BindingDB using IC50 measurements. Task: Regression. Given a target protein amino acid sequence and a drug SMILES string, predict the binding affinity score between them. We predict pIC50 (pIC50 = -log10(IC50 in M); higher means more potent). Dataset: bindingdb_ic50. The compound is O=C[C@@H]1CCCN1C(=O)[C@@H]1CCCN1C(=O)OCc1ccccc1. The target protein (P27028) has sequence MKYNKLSVAVAAFAFAAVSAQNSNVLKYPETKKVSHTDTYFGTQVSDPYRWLEDDRAEDTKAWVQQEVKFTQDYLAQIPFRDQLKKQLMDIWNYEKISAPFKKGKYTYFSKNDGLQAQSVLYRKDAAGKTEVFLDPNKFSEKGTTSLASVSFNKKGTLVAYSISEGGSDWNKIIILDAETKKQLDETLLDVKFSGISWLGDEGFFYSSYDKPKEGSVLSGMTDKHKVYFHKLGTKQSQDELIIGGDKFPRRYIGAYVTDDQRYLVVSAANATNGNELYIKDLKNKTDFIPIITGFDSNVNVADTDGDTLYLFTDKDAPNKRLVKTTIQNPKAETWKDVIAETSEPLEINTGGGYFFATYMKDAIDQVKQYDKNGKLVRAIKLPGSGNASGFGGEKTEKDLYYSFTNYITPPTIFKYNVTTGNSEVYQKPKVKFNPENYVSEQVFYTSSDGTKIPMMISYKKGLKKDGKNPTILYSYGGFNISLQPAFSVVNAIWMENGGI.... The pIC50 is 8.9.